Dataset: Catalyst prediction with 721,799 reactions and 888 catalyst types from USPTO. Task: Predict which catalyst facilitates the given reaction. (1) The catalyst class is: 54. Reactant: [C:1]([C:3]1[CH:4]=[C:5]([CH:8]=[CH:9][CH:10]=1)[CH:6]=O)#[N:2].[CH3:11][NH:12][CH3:13].C(O[BH-](OC(=O)C)OC(=O)C)(=O)C.[Na+].C(=O)([O-])[O-].[K+].[K+]. Product: [CH3:11][N:12]([CH2:6][C:5]1[CH:4]=[C:3]([CH:10]=[CH:9][CH:8]=1)[C:1]#[N:2])[CH3:13]. (2) Reactant: Cl[C:2]1[N:7]=[C:6]([O:8][C:9]2[CH:36]=[CH:35][CH:34]=[CH:33][C:10]=2[CH2:11][NH:12][C:13]([NH:15][C:16]2[N:20]([C:21]3[CH:26]=[CH:25][C:24]([CH3:27])=[CH:23][CH:22]=3)[N:19]=[C:18]([CH2:28][C:29]([CH3:32])([CH3:31])[CH3:30])[CH:17]=2)=[O:14])[CH:5]=[CH:4][N:3]=1.C(=O)([O-])[O-].[Na+].[Na+].[NH:43]1[CH2:48][CH2:47][O:46][CH2:45][CH2:44]1. Product: [O:46]1[CH2:47][CH2:48][N:43]([C:2]2[N:7]=[C:6]([O:8][C:9]3[CH:36]=[CH:35][CH:34]=[CH:33][C:10]=3[CH2:11][NH:12][C:13]([NH:15][C:16]3[N:20]([C:21]4[CH:22]=[CH:23][C:24]([CH3:27])=[CH:25][CH:26]=4)[N:19]=[C:18]([CH2:28][C:29]([CH3:30])([CH3:32])[CH3:31])[CH:17]=3)=[O:14])[CH:5]=[CH:4][N:3]=2)[CH2:44][CH2:45]1. The catalyst class is: 8. (3) Reactant: [F:1][C:2]1[CH:20]=[C:19]([I:21])[CH:18]=[CH:17][C:3]=1[NH:4][C:5]1[C:6]([C:12]([O:14][CH2:15][CH3:16])=[O:13])=[CH:7][NH:8][C:9](=[O:11])[CH:10]=1.[H-].[Na+].I[CH2:25][CH3:26]. Product: [CH2:25]([N:8]1[C:9](=[O:11])[CH:10]=[C:5]([NH:4][C:3]2[CH:17]=[CH:18][C:19]([I:21])=[CH:20][C:2]=2[F:1])[C:6]([C:12]([O:14][CH2:15][CH3:16])=[O:13])=[CH:7]1)[CH3:26]. The catalyst class is: 3. (4) Reactant: [CH3:1][N:2]1[CH:6]=[CH:5][CH:4]=[N:3]1.CN(C)CCN(C)C.C([Li])CCC.[CH:20]12[O:26][CH:21]1[CH2:22][CH2:23][CH2:24][CH2:25]2. Product: [CH3:1][N:2]1[C:6]([C@H:20]2[CH2:25][CH2:24][CH2:23][CH2:22][C@@H:21]2[OH:26])=[CH:5][CH:4]=[N:3]1. The catalyst class is: 20. (5) Reactant: N(C(N1CCCCC1)=O)=NC(N1CCCCC1)=O.[OH:19][C:20]1[CH:21]=[C:22]2[C:26](=[CH:27][CH:28]=1)[NH:25][C:24]([CH2:29][CH:30]([CH2:35][C:36]1[CH:41]=[CH:40][CH:39]=[CH:38][CH:37]=1)[C:31]([O:33]C)=[O:32])=[CH:23]2.O[CH2:43][CH2:44][CH2:45][NH:46][C:47]1[CH:52]=[CH:51][CH:50]=[CH:49][N:48]=1.C(P(CCCC)CCCC)CCC. Product: [CH2:35]([CH:30]([CH2:29][C:24]1[NH:25][C:26]2[C:22]([CH:23]=1)=[CH:21][C:20]([O:19][CH2:43][CH2:44][CH2:45][NH:46][C:47]1[CH:52]=[CH:51][CH:50]=[CH:49][N:48]=1)=[CH:28][CH:27]=2)[C:31]([OH:33])=[O:32])[C:36]1[CH:37]=[CH:38][CH:39]=[CH:40][CH:41]=1. The catalyst class is: 7. (6) Reactant: [CH3:1][C:2]1([CH3:23])[CH2:6][O:5][C:4]([C:7]2[CH:12]=[CH:11][C:10]([CH:13]([OH:22])[C:14]3[CH:19]=[CH:18][CH:17]=[CH:16][C:15]=3[O:20][CH3:21])=[CH:9][CH:8]=2)=[N:3]1.[C:24](OC(=O)C)(=[O:26])[CH3:25].CO. The catalyst class is: 17. Product: [C:24]([O:22][CH:13]([C:10]1[CH:9]=[CH:8][C:7]([C:4]2[O:5][CH2:6][C:2]([CH3:23])([CH3:1])[N:3]=2)=[CH:12][CH:11]=1)[C:14]1[CH:19]=[CH:18][CH:17]=[CH:16][C:15]=1[O:20][CH3:21])(=[O:26])[CH3:25]. (7) Reactant: FC1C=CC=CC=1C1C=CN(C)N=1.[F:14][C:15]1[CH:20]=[CH:19][CH:18]=[CH:17][C:16]=1[C:21]1[N:25]([CH3:26])[N:24]=[CH:23][CH:22]=1.[Br:27]Br. Product: [Br:27][C:22]1[CH:23]=[N:24][N:25]([CH3:26])[C:21]=1[C:16]1[CH:17]=[CH:18][CH:19]=[CH:20][C:15]=1[F:14]. The catalyst class is: 22. (8) Reactant: [CH2:1]=[CH:2][C:3]1[CH:8]=[CH:7][CH:6]=[CH:5][CH:4]=1.[C:9]([O:13][CH2:14][CH2:15][CH2:16][CH3:17])(=[O:12])[CH:10]=[CH2:11]. Product: [CH2:1]=[CH:2][C:3]1[CH:8]=[CH:7][CH:6]=[CH:5][CH:4]=1.[C:9]([O:13][CH2:14][CH2:15][CH2:16][CH3:17])(=[O:12])[CH:10]=[CH2:11]. The catalyst class is: 6. (9) Reactant: [C:1]1([NH:7][C:8]2[CH:13]=[CH:12][C:11]([NH2:14])=[CH:10][CH:9]=2)[CH:6]=[CH:5][CH:4]=[CH:3][CH:2]=1.C(O[BH-](O[C:25](=O)[CH3:26])OC(=O)C)(=O)C.[Na+].[CH:29](=O)[CH2:30][CH2:31][CH2:32][CH3:33]. Product: [C:1]1([N:7]([CH2:9][CH2:8][CH2:13][CH2:25][CH3:26])[C:8]2[CH:13]=[CH:12][C:11]([N:14]([CH2:3][CH2:2][CH2:1][CH2:6][CH3:5])[CH2:29][CH2:30][CH2:31][CH2:32][CH3:33])=[CH:10][CH:9]=2)[CH:2]=[CH:3][CH:4]=[CH:5][CH:6]=1. The catalyst class is: 4.